Dataset: Retrosynthesis with 50K atom-mapped reactions and 10 reaction types from USPTO. Task: Predict the reactants needed to synthesize the given product. (1) Given the product c1ccc(-c2cnccn2)cc1, predict the reactants needed to synthesize it. The reactants are: Clc1cnccn1.[Mg+]c1ccccc1. (2) The reactants are: Nc1cc(Cl)c(S(N)(=O)=O)cc1N.O=C(O)C(F)F. Given the product NS(=O)(=O)c1cc2[nH]c(C(F)F)nc2cc1Cl, predict the reactants needed to synthesize it. (3) The reactants are: CC(=O)Cl.CNCc1ccc(Cl)c(Cl)c1. Given the product CC(=O)N(C)Cc1ccc(Cl)c(Cl)c1, predict the reactants needed to synthesize it. (4) The reactants are: C[C@H](NC(=O)Cc1cc(F)cc(F)c1)C(=O)O.NC1Cc2ccccc2N(Cc2ccccc2)C1=O. Given the product C[C@H](NC(=O)Cc1cc(F)cc(F)c1)C(=O)NC1Cc2ccccc2N(Cc2ccccc2)C1=O, predict the reactants needed to synthesize it.